This data is from Peptide-MHC class I binding affinity with 185,985 pairs from IEDB/IMGT. The task is: Regression. Given a peptide amino acid sequence and an MHC pseudo amino acid sequence, predict their binding affinity value. This is MHC class I binding data. (1) The peptide sequence is YALEPRKEI. The MHC is HLA-A02:06 with pseudo-sequence HLA-A02:06. The binding affinity (normalized) is 0.231. (2) The peptide sequence is ITAHLVNSL. The MHC is HLA-B15:01 with pseudo-sequence HLA-B15:01. The binding affinity (normalized) is 0.828. (3) The peptide sequence is LTNTTTESR. The MHC is HLA-A68:01 with pseudo-sequence HLA-A68:01. The binding affinity (normalized) is 0.603. (4) The MHC is HLA-A24:02 with pseudo-sequence HLA-A24:02. The binding affinity (normalized) is 0. The peptide sequence is GIVRQRVIP. (5) The peptide sequence is LLVQYGAKI. The MHC is HLA-A68:02 with pseudo-sequence HLA-A68:02. The binding affinity (normalized) is 0.190. (6) The peptide sequence is LEKWNLGII. The MHC is HLA-A26:03 with pseudo-sequence HLA-A26:03. The binding affinity (normalized) is 0.0847. (7) The peptide sequence is PPLISILMI. The MHC is HLA-B54:01 with pseudo-sequence HLA-B54:01. The binding affinity (normalized) is 0.161.